From a dataset of Catalyst prediction with 721,799 reactions and 888 catalyst types from USPTO. Predict which catalyst facilitates the given reaction. (1) Reactant: [OH:1][C:2]1[CH:11]=[CH:10][C:9]2[C:4](=[CH:5][CH:6]=[CH:7][CH:8]=2)[C:3]=1[C:12]1[O:13][C:14]2[CH:20]=[CH:19][C:18]([CH3:21])=[CH:17][C:15]=2[N:16]=1.[C:22]1([B:28](O[B:28]([C:22]2[CH:23]=[CH:24][CH:25]=[CH:26][CH:27]=2)[C:29]2[CH:30]=[CH:31][CH:32]=[CH:33][CH:34]=2)[C:29]2[CH:34]=[CH:33][CH:32]=[CH:31][CH:30]=2)[CH:27]=[CH:26][CH:25]=[CH:24][CH:23]=1. Product: [C:29]1([B:28]([C:22]2[CH:23]=[CH:24][CH:25]=[CH:26][CH:27]=2)[O:1][C:2]2[CH:11]=[CH:10][C:9]3[C:4](=[CH:5][CH:6]=[CH:7][CH:8]=3)[C:3]=2[C:12]2[O:13][C:14]3[CH:20]=[CH:19][C:18]([CH3:21])=[CH:17][C:15]=3[N:16]=2)[CH:30]=[CH:31][CH:32]=[CH:33][CH:34]=1. The catalyst class is: 7. (2) Reactant: [NH:1]1[CH2:6][CH2:5][CH2:4][CH:3]([C:7]2[C:11]3=[C:12]4[CH:18]=[CH:17][NH:16][C:13]4=[N:14][CH:15]=[C:10]3[NH:9][N:8]=2)[CH2:2]1.Cl[C:20]1[CH:25]=[CH:24][C:23]([C:26]([F:29])([F:28])[F:27])=[CH:22][N:21]=1.CCN(C(C)C)C(C)C. Product: [F:27][C:26]([F:29])([F:28])[C:23]1[CH:24]=[CH:25][C:20]([N:1]2[CH2:6][CH2:5][CH2:4][CH:3]([C:7]3[C:11]4=[C:12]5[CH:18]=[CH:17][NH:16][C:13]5=[N:14][CH:15]=[C:10]4[NH:9][N:8]=3)[CH2:2]2)=[N:21][CH:22]=1. The catalyst class is: 14. (3) The catalyst class is: 24. Product: [C:22]([C:15]([C:12]1[CH:13]=[CH:14][C:9]([OH:8])=[CH:10][CH:11]=1)=[C:16]([CH3:21])[C:17]([OH:19])=[O:18])#[N:23]. Reactant: [Si]([O:8][C:9]1[CH:14]=[CH:13][C:12](/[C:15](/[C:22]#[N:23])=[C:16](/[CH3:21])\[C:17]([O:19]C)=[O:18])=[CH:11][CH:10]=1)(C(C)(C)C)(C)C.[OH-].[Li+]. (4) Reactant: Br[C:2]1[CH:7]=[CH:6][C:5]([F:8])=[CH:4][C:3]=1[O:9][CH3:10].CCOC(C)=O.[CH3:17][N:18](C=O)C. The catalyst class is: 380. Product: [F:8][C:5]1[CH:6]=[CH:7][C:2]([C:17]#[N:18])=[C:3]([O:9][CH3:10])[CH:4]=1. (5) Reactant: N.[C:2]([NH:6][C:7]([C@@H:9]1[CH2:18][C@H:17]2[C@H:12]([CH2:13][CH2:14][CH2:15][CH2:16]2)[CH2:11][N:10]1[CH2:19][C@@H:20]([OH:44])[C@@H:21]([NH:30][C:31](=[O:43])[C:32]1[CH:37]=[CH:36][CH:35]=[C:34]([O:38]C(=O)C)[C:33]=1[CH3:42])[CH2:22][S:23][C:24]1[CH:29]=[CH:28][CH:27]=[CH:26][CH:25]=1)=[O:8])([CH3:5])([CH3:4])[CH3:3]. Product: [C:2]([NH:6][C:7]([C@@H:9]1[CH2:18][C@H:17]2[C@H:12]([CH2:13][CH2:14][CH2:15][CH2:16]2)[CH2:11][N:10]1[CH2:19][C@@H:20]([OH:44])[C@@H:21]([NH:30][C:31](=[O:43])[C:32]1[CH:37]=[CH:36][CH:35]=[C:34]([OH:38])[C:33]=1[CH3:42])[CH2:22][S:23][C:24]1[CH:25]=[CH:26][CH:27]=[CH:28][CH:29]=1)=[O:8])([CH3:5])([CH3:3])[CH3:4]. The catalyst class is: 5. (6) Reactant: [NH2:1][C:2]1[N:7]=[CH:6][N:5]=[C:4]2[N:8]([CH:12]3[CH2:16][CH2:15][N:14](C(OC(C)(C)C)=O)[CH2:13]3)[N:9]=[C:10]([I:11])[C:3]=12.[ClH:24]. The catalyst class is: 21. Product: [ClH:24].[I:11][C:10]1[C:3]2[C:4](=[N:5][CH:6]=[N:7][C:2]=2[NH2:1])[N:8]([CH:12]2[CH2:16][CH2:15][NH:14][CH2:13]2)[N:9]=1. (7) Reactant: [Cl:1][C:2]1[CH:28]=[CH:27][C:5]([N:6]([CH2:16][C:17]2[CH:22]=[CH:21][C:20]([O:23][CH3:24])=[CH:19][C:18]=2[O:25][CH3:26])[C:7](=[O:15])/[CH:8]=[CH:9]/[C:10]([O:12][CH2:13][CH3:14])=[O:11])=[C:4]([CH:29]([C:31]2[C:40]3[O:39][CH2:38][CH2:37][O:36][C:35]=3[CH:34]=[CH:33][CH:32]=2)[OH:30])[CH:3]=1.C(=O)([O-])[O-].[K+].[K+].N12CCCN=C1CCCCC2. Product: [Cl:1][C:2]1[CH:28]=[CH:27][C:5]2[N:6]([CH2:16][C:17]3[CH:22]=[CH:21][C:20]([O:23][CH3:24])=[CH:19][C:18]=3[O:25][CH3:26])[C:7](=[O:15])[C@@H:8]([CH2:9][C:10]([O:12][CH2:13][CH3:14])=[O:11])[O:30][C@H:29]([C:31]3[C:40]4[O:39][CH2:38][CH2:37][O:36][C:35]=4[CH:34]=[CH:33][CH:32]=3)[C:4]=2[CH:3]=1. The catalyst class is: 8. (8) Reactant: [CH3:1][N:2]([CH3:19])[CH2:3][CH2:4][NH:5][S:6]([C:9]1[CH:18]=[CH:17][C:12]([C:13]([O:15][CH3:16])=[O:14])=[CH:11][CH:10]=1)(=[O:8])=[O:7].[CH3:20][C:21]([O:24][C:25](O[C:25]([O:24][C:21]([CH3:23])([CH3:22])[CH3:20])=[O:26])=[O:26])([CH3:23])[CH3:22]. Product: [C:21]([O:24][C:25]([N:5]([CH2:4][CH2:3][N:2]([CH3:1])[CH3:19])[S:6]([C:9]1[CH:18]=[CH:17][C:12]([C:13]([O:15][CH3:16])=[O:14])=[CH:11][CH:10]=1)(=[O:8])=[O:7])=[O:26])([CH3:23])([CH3:22])[CH3:20]. The catalyst class is: 64.